From a dataset of Forward reaction prediction with 1.9M reactions from USPTO patents (1976-2016). Predict the product of the given reaction. (1) Given the reactants [C:1]([O:5][C:6]([N:8]([CH2:14][C:15]1[CH:16]=[C:17]([O:22][CH3:23])[CH:18]=[CH:19][C:20]=1Br)[CH2:9][C:10]([F:13])([F:12])[F:11])=[O:7])([CH3:4])([CH3:3])[CH3:2].[C:24]([O:28][CH3:29])(=[O:27])[CH:25]=[CH2:26].C1(C)C=CC=CC=1P(C1C=CC=CC=1C)C1C=CC=CC=1C.C(N(C(C)C)CC)(C)C, predict the reaction product. The product is: [C:1]([O:5][C:6]([N:8]([CH2:14][C:15]1[CH:16]=[C:17]([O:22][CH3:23])[CH:18]=[CH:19][C:20]=1[CH:26]=[CH:25][C:24]([O:28][CH3:29])=[O:27])[CH2:9][C:10]([F:13])([F:12])[F:11])=[O:7])([CH3:4])([CH3:3])[CH3:2]. (2) Given the reactants C(OCC)(=O)C.[C:7]([C:9]1[CH:14]=[CH:13][C:12]([C@H:15]2[O:19][C:18]([CH3:21])([CH3:20])[N:17]([C:22]([O:24][C:25]([CH3:28])([CH3:27])[CH3:26])=[O:23])[C@@H:16]2[CH2:29][F:30])=[CH:11][CH:10]=1)#[CH:8].Cl/[C:32](=[N:38]/[OH:39])/[C:33]([O:35][CH2:36][CH3:37])=[O:34].C(=O)([O-])O.[Na+], predict the reaction product. The product is: [C:25]([O:24][C:22]([N:17]1[C@H:16]([CH2:29][F:30])[C@@H:15]([C:12]2[CH:11]=[CH:10][C:9]([C:7]3[O:39][N:38]=[C:32]([C:33]([O:35][CH2:36][CH3:37])=[O:34])[CH:8]=3)=[CH:14][CH:13]=2)[O:19][C:18]1([CH3:21])[CH3:20])=[O:23])([CH3:28])([CH3:27])[CH3:26]. (3) Given the reactants Cl[C:2]1[C:11]2[C:6](=[CH:7][N:8]=[C:9]([F:12])[CH:10]=2)[N:5]=[CH:4][C:3]=1[C:13]#[N:14].[Cl:15][C:16]1[CH:17]=[C:18]([CH:20]=[CH:21][C:22]=1[F:23])[NH2:19], predict the reaction product. The product is: [Cl:15][C:16]1[CH:17]=[C:18]([NH:19][C:2]2[C:11]3[C:6](=[CH:7][N:8]=[C:9]([F:12])[CH:10]=3)[N:5]=[CH:4][C:3]=2[C:13]#[N:14])[CH:20]=[CH:21][C:22]=1[F:23]. (4) Given the reactants [CH2:1]([N:5]([S:15]([C:18]1[CH:23]=[CH:22][C:21]([N+:24]([O-:26])=[O:25])=[CH:20][CH:19]=1)(=[O:17])=[O:16])[C@H:6]([C:12]([OH:14])=[O:13])[CH2:7][CH2:8][CH2:9][CH2:10][NH2:11])[CH:2]([CH3:4])[CH3:3].[CH3:27][O:28][C:29]1[CH:30]=[C:31]([CH:37]=[C:38]([O:40][CH3:41])[CH:39]=1)[CH:32]=[CH:33][C:34](O)=[O:35], predict the reaction product. The product is: [CH2:1]([N:5]([S:15]([C:18]1[CH:23]=[CH:22][C:21]([N+:24]([O-:26])=[O:25])=[CH:20][CH:19]=1)(=[O:17])=[O:16])[C@H:6]([C:12]([OH:14])=[O:13])[CH2:7][CH2:8][CH2:9][CH2:10][NH:11][C:34](=[O:35])[CH:33]=[CH:32][C:31]1[CH:30]=[C:29]([O:28][CH3:27])[CH:39]=[C:38]([O:40][CH3:41])[CH:37]=1)[CH:2]([CH3:4])[CH3:3].